This data is from Forward reaction prediction with 1.9M reactions from USPTO patents (1976-2016). The task is: Predict the product of the given reaction. (1) Given the reactants [OH:1][C:2]1[CH:10]=[CH:9][C:5]([C:6]([OH:8])=[O:7])=[CH:4][CH:3]=1.N1C=CC=CC=1.[C:17](Cl)(=[O:22])[C:18]([CH3:21])([CH3:20])[CH3:19].Cl, predict the reaction product. The product is: [C:17]([O:1][C:2]1[CH:10]=[CH:9][C:5]([C:6]([OH:8])=[O:7])=[CH:4][CH:3]=1)(=[O:22])[C:18]([CH3:21])([CH3:20])[CH3:19]. (2) Given the reactants [F:1][C:2]1[CH:7]=[CH:6][C:5]([S:8]([C:11]2([C:26]3[CH:31]=[CH:30][C:29]([I:32])=[CH:28][CH:27]=3)[CH2:15][CH2:14][N:13]([C:16]([O:18][CH2:19][C:20]3[CH:25]=[CH:24][CH:23]=[CH:22][CH:21]=3)=[O:17])[CH2:12]2)(=[O:10])=[O:9])=[CH:4][CH:3]=1.CO, predict the reaction product. The product is: [F:1][C:2]1[CH:7]=[CH:6][C:5]([S:8]([C@:11]2([C:26]3[CH:27]=[CH:28][C:29]([I:32])=[CH:30][CH:31]=3)[CH2:15][CH2:14][N:13]([C:16]([O:18][CH2:19][C:20]3[CH:25]=[CH:24][CH:23]=[CH:22][CH:21]=3)=[O:17])[CH2:12]2)(=[O:10])=[O:9])=[CH:4][CH:3]=1.[F:1][C:2]1[CH:7]=[CH:6][C:5]([S:8]([C@@:11]2([C:26]3[CH:27]=[CH:28][C:29]([I:32])=[CH:30][CH:31]=3)[CH2:15][CH2:14][N:13]([C:16]([O:18][CH2:19][C:20]3[CH:25]=[CH:24][CH:23]=[CH:22][CH:21]=3)=[O:17])[CH2:12]2)(=[O:10])=[O:9])=[CH:4][CH:3]=1. (3) Given the reactants Br[C:2]1[CH:3]=[C:4]2[C:8](=[C:9]([C:11]([NH2:13])=[O:12])[CH:10]=1)[NH:7][N:6]=[C:5]2[CH:14]1[CH2:19][CH2:18][N:17]([S:20]([CH2:23][CH2:24][CH2:25][N:26]([CH3:28])[CH3:27])(=[O:22])=[O:21])[CH2:16][CH2:15]1.[F:29][C:30]([F:42])([F:41])[O:31][C:32]1[CH:37]=[CH:36][C:35](B(O)O)=[CH:34][CH:33]=1.C(=O)([O-])[O-].[K+].[K+], predict the reaction product. The product is: [CH3:27][N:26]([CH3:28])[CH2:25][CH2:24][CH2:23][S:20]([N:17]1[CH2:18][CH2:19][CH:14]([C:5]2[C:4]3[C:8](=[C:9]([C:11]([NH2:13])=[O:12])[CH:10]=[C:2]([C:35]4[CH:34]=[CH:33][C:32]([O:31][C:30]([F:29])([F:41])[F:42])=[CH:37][CH:36]=4)[CH:3]=3)[NH:7][N:6]=2)[CH2:15][CH2:16]1)(=[O:22])=[O:21]. (4) The product is: [CH3:30][C:24]1[CH:25]=[CH:26][CH:27]=[C:28]([CH3:29])[C:23]=1[NH:22][C:8]1[C:9]2[C:14](=[CH:13][C:12]([NH:15][C:16]3[CH:17]=[CH:18][CH:19]=[CH:20][CH:21]=3)=[CH:11][CH:10]=2)[N:6]([CH2:5][C:4]([OH:31])=[O:3])[N:7]=1. Given the reactants C([O:3][C:4](=[O:31])[CH2:5][N:6]1[C:14]2[C:9](=[CH:10][CH:11]=[C:12]([NH:15][C:16]3[CH:21]=[CH:20][CH:19]=[CH:18][CH:17]=3)[CH:13]=2)[C:8]([NH:22][C:23]2[C:28]([CH3:29])=[CH:27][CH:26]=[CH:25][C:24]=2[CH3:30])=[N:7]1)C.[OH-].[Na+], predict the reaction product. (5) Given the reactants [Cl:1][C:2]1[CH:11]=[CH:10][C:9]([CH3:12])=[CH:8][C:3]=1[C:4]([O:6][CH3:7])=[O:5].[Br:13]N1C(=O)CCC1=O.C(OOC(=O)C1C=CC=CC=1)(=O)C1C=CC=CC=1.ClCCl, predict the reaction product. The product is: [Br:13][CH2:12][C:9]1[CH:10]=[CH:11][C:2]([Cl:1])=[C:3]([CH:8]=1)[C:4]([O:6][CH3:7])=[O:5]. (6) Given the reactants [Cl:1][C:2]1[N:7]=[C:6](Cl)[CH:5]=[CH:4][N:3]=1.[N:9]1([C:15]([O:17][C:18]([CH3:21])([CH3:20])[CH3:19])=[O:16])[CH2:14][CH2:13][NH:12][CH2:11][CH2:10]1.C(N(CC)CC)C.CN(C)C=O, predict the reaction product. The product is: [Cl:1][C:2]1[N:7]=[C:6]([N:12]2[CH2:11][CH2:10][N:9]([C:15]([O:17][C:18]([CH3:21])([CH3:20])[CH3:19])=[O:16])[CH2:14][CH2:13]2)[CH:5]=[CH:4][N:3]=1. (7) Given the reactants [C:1]1([C:7]2[CH:11]=[C:10]([C:12]([OH:14])=O)[NH:9][N:8]=2)[CH:6]=[CH:5][CH:4]=[CH:3][CH:2]=1.C1C=CC2N(O)N=NC=2C=1.CCN=C=NCCCN(C)C.Cl.[NH2:37][C:38]12[C:56](=[O:57])[C:55]3[C:50](=[CH:51][CH:52]=[CH:53][CH:54]=3)[C:39]1([OH:58])[O:40][C:41]1[CH:46]=[C:45]([CH:47]([CH3:49])[CH3:48])[CH:44]=[CH:43][C:42]=12, predict the reaction product. The product is: [OH:58][C:39]12[C:50]3[C:55](=[CH:54][CH:53]=[CH:52][CH:51]=3)[C:56](=[O:57])[C:38]1([NH:37][C:12]([C:10]1[NH:9][N:8]=[C:7]([C:1]3[CH:2]=[CH:3][CH:4]=[CH:5][CH:6]=3)[CH:11]=1)=[O:14])[C:42]1[CH:43]=[CH:44][C:45]([CH:47]([CH3:49])[CH3:48])=[CH:46][C:41]=1[O:40]2.